From a dataset of NCI-60 drug combinations with 297,098 pairs across 59 cell lines. Regression. Given two drug SMILES strings and cell line genomic features, predict the synergy score measuring deviation from expected non-interaction effect. (1) Drug 1: CC(C1=C(C=CC(=C1Cl)F)Cl)OC2=C(N=CC(=C2)C3=CN(N=C3)C4CCNCC4)N. Drug 2: CC12CCC3C(C1CCC2OP(=O)(O)O)CCC4=C3C=CC(=C4)OC(=O)N(CCCl)CCCl.[Na+]. Cell line: MALME-3M. Synergy scores: CSS=-2.28, Synergy_ZIP=-3.13, Synergy_Bliss=-7.13, Synergy_Loewe=-11.9, Synergy_HSA=-8.36. (2) Drug 1: CN1C(=O)N2C=NC(=C2N=N1)C(=O)N. Drug 2: C1=NC2=C(N=C(N=C2N1C3C(C(C(O3)CO)O)F)Cl)N. Cell line: NCI/ADR-RES. Synergy scores: CSS=30.2, Synergy_ZIP=0.431, Synergy_Bliss=4.63, Synergy_Loewe=-48.6, Synergy_HSA=-5.48. (3) Drug 1: CCN(CC)CCNC(=O)C1=C(NC(=C1C)C=C2C3=C(C=CC(=C3)F)NC2=O)C. Drug 2: C1CN(P(=O)(OC1)NCCCl)CCCl. Cell line: HL-60(TB). Synergy scores: CSS=36.1, Synergy_ZIP=9.01, Synergy_Bliss=4.16, Synergy_Loewe=27.3, Synergy_HSA=2.92.